Dataset: Tyrosyl-DNA phosphodiesterase HTS with 341,365 compounds. Task: Binary Classification. Given a drug SMILES string, predict its activity (active/inactive) in a high-throughput screening assay against a specified biological target. (1) The drug is FC(F)(F)c1cc(Nc2ncccc2C(O)=O)ccc1. The result is 0 (inactive). (2) The molecule is O(c1c(C(=O)Cn2nc(nn2)c2ccc(OCC)cc2)cc(OC)cc1)C. The result is 0 (inactive). (3) The molecule is S1C2N(C(=O)C2NC(=O)/C(c2nc(sc2)N)=C/CC(O)=O)C(=CC1)C(O)=O. The result is 1 (active). (4) The result is 0 (inactive). The compound is S=C(Nc1cc(NC(=O)c2occc2)ccc1)NC(=O)c1cc([N+]([O-])=O)c(OC)cc1. (5) The molecule is OC1(C2CC3(C(C4(C(CC3)c3c(occ3)C=C4)C)CC2)C1)CO. The result is 0 (inactive).